From a dataset of TCR-epitope binding with 47,182 pairs between 192 epitopes and 23,139 TCRs. Binary Classification. Given a T-cell receptor sequence (or CDR3 region) and an epitope sequence, predict whether binding occurs between them. (1) The epitope is GVAMPNLYK. The TCR CDR3 sequence is CAWSAGQGMNTEAFF. Result: 0 (the TCR does not bind to the epitope). (2) The epitope is KLGGALQAK. The TCR CDR3 sequence is CASNDRLFGTAYQETQYF. Result: 1 (the TCR binds to the epitope).